This data is from Reaction yield outcomes from USPTO patents with 853,638 reactions. The task is: Predict the reaction yield, written as a fraction of the theoretical maximum amount of product (1.0 means a 100% yield; for example, 0.34 means a 34% yield). (1) The reactants are [CH2:1]([N:8]1[CH2:13][CH2:12][CH:11]([NH:14][C:15]2[C:20]([C:21]([NH2:23])=[O:22])=[CH:19][N:18]=[C:17]3[N:24]([CH2:27][O:28][CH2:29][CH2:30][Si:31]([CH3:34])([CH3:33])[CH3:32])[CH:25]=[CH:26][C:16]=23)[CH2:10][CH2:9]1)[C:2]1[CH:7]=[CH:6][CH:5]=[CH:4][CH:3]=1.[C:35](N1C=CN=C1)(N1C=CN=C1)=[O:36].[Cl-].[Na+]. The catalyst is CN(C)C(=O)C. The product is [CH2:1]([N:8]1[CH2:13][CH2:12][CH:11]([N:14]2[C:15]3[C:16]4[CH:26]=[CH:25][N:24]([CH2:27][O:28][CH2:29][CH2:30][Si:31]([CH3:34])([CH3:33])[CH3:32])[C:17]=4[N:18]=[CH:19][C:20]=3[C:21](=[O:22])[NH:23][C:35]2=[O:36])[CH2:10][CH2:9]1)[C:2]1[CH:7]=[CH:6][CH:5]=[CH:4][CH:3]=1. The yield is 0.700. (2) The reactants are [CH2:1]([C:3]1[N:13]([C:14]2[CH:19]=[CH:18][C:17]([CH2:20][CH2:21]O)=[CH:16][CH:15]=2)[C:6]2=[N:7][C:8]([CH3:12])=[CH:9][C:10]([CH3:11])=[C:5]2[N:4]=1)[CH3:2].S(Cl)([Cl:25])=O. The catalyst is C1(C)C=CC=CC=1. The product is [Cl:25][CH2:21][CH2:20][C:17]1[CH:18]=[CH:19][C:14]([N:13]2[C:6]3=[N:7][C:8]([CH3:12])=[CH:9][C:10]([CH3:11])=[C:5]3[N:4]=[C:3]2[CH2:1][CH3:2])=[CH:15][CH:16]=1. The yield is 0.900. (3) The reactants are C[O:2][C:3]1[CH:4]=[C:5]([C:11]2[S:19][C:18]3[C:13](=[N:14][CH:15]=[CH:16][C:17]=3[O:20][C:21]3[CH:26]=[CH:25][C:24]([N+:27]([O-:29])=[O:28])=[CH:23][C:22]=3[F:30])[CH:12]=2)[CH:6]=[CH:7][C:8]=1[O:9]C.B(Br)(Br)Br.CO.[OH-].[Na+]. The catalyst is ClCCl. The product is [F:30][C:22]1[CH:23]=[C:24]([N+:27]([O-:29])=[O:28])[CH:25]=[CH:26][C:21]=1[O:20][C:17]1[CH:16]=[CH:15][N:14]=[C:13]2[CH:12]=[C:11]([C:5]3[CH:4]=[C:3]([OH:2])[C:8]([OH:9])=[CH:7][CH:6]=3)[S:19][C:18]=12. The yield is 0.960.